Dataset: Reaction yield outcomes from USPTO patents with 853,638 reactions. Task: Predict the reaction yield, written as a fraction of the theoretical maximum amount of product (1.0 means a 100% yield; for example, 0.34 means a 34% yield). (1) The reactants are [F:1][C:2]1[C:7]2[N:8]=[N:9][S:10][C:6]=2[CH:5]=[C:4]2[NH:11][C:12](=[O:22])[N:13]([C:14]3[CH:19]=[CH:18][C:17]([Br:20])=[CH:16][C:15]=3[Cl:21])[C:3]=12.C(N(CC)CC)C.[CH2:30]([C:33]1([S:36](Cl)(=[O:38])=[O:37])[CH2:35][CH2:34]1)[CH:31]=[CH2:32]. The catalyst is C(Cl)Cl.CN(C1C=CN=CC=1)C. The product is [CH2:30]([C:33]1([S:36]([N:11]2[C:4]3=[CH:5][C:6]4[S:10][N:9]=[N:8][C:7]=4[C:2]([F:1])=[C:3]3[N:13]([C:14]3[CH:19]=[CH:18][C:17]([Br:20])=[CH:16][C:15]=3[Cl:21])[C:12]2=[O:22])(=[O:38])=[O:37])[CH2:35][CH2:34]1)[CH:31]=[CH2:32]. The yield is 0.871. (2) The reactants are Cl[C:2]1[N:7]=[C:6]([NH2:8])[CH:5]=[C:4]([Cl:9])[N:3]=1.CC1(C)C(C)(C)OB([C:18]2[CH:19]=[N:20][N:21]([CH2:23][O:24][CH2:25][CH2:26][Si:27]([CH3:30])([CH3:29])[CH3:28])[CH:22]=2)O1.C([O-])([O-])=O.[K+].[K+].O. The catalyst is O1CCOCC1.C1C=CC([P]([Pd]([P](C2C=CC=CC=2)(C2C=CC=CC=2)C2C=CC=CC=2)([P](C2C=CC=CC=2)(C2C=CC=CC=2)C2C=CC=CC=2)[P](C2C=CC=CC=2)(C2C=CC=CC=2)C2C=CC=CC=2)(C2C=CC=CC=2)C2C=CC=CC=2)=CC=1. The product is [Cl:9][C:4]1[N:3]=[C:2]([C:18]2[CH:19]=[N:20][N:21]([CH2:23][O:24][CH2:25][CH2:26][Si:27]([CH3:30])([CH3:29])[CH3:28])[CH:22]=2)[N:7]=[C:6]([NH2:8])[CH:5]=1. The yield is 0.252. (3) The reactants are [CH3:1][C:2]1[C:10]2[C:5](=[N:6][CH:7]=[N:8][C:9]=2[NH2:11])[NH:4][N:3]=1.C(=O)([O-])[O-].[Cs+].[Cs+].[I-].[K+].[Cl:20][C:21]1[C:22]([F:44])=[C:23]([CH:33]2[CH2:36][N:35]([C:37]([O:39][C:40]([CH3:43])([CH3:42])[CH3:41])=[O:38])[CH2:34]2)[C:24]([O:30][CH2:31][CH3:32])=[C:25]([CH:27](Cl)[CH3:28])[CH:26]=1. The catalyst is CN(C=O)C. The product is [NH2:11][C:9]1[N:8]=[CH:7][N:6]=[C:5]2[N:4]([CH:27]([C:25]3[C:24]([O:30][CH2:31][CH3:32])=[C:23]([CH:33]4[CH2:34][N:35]([C:37]([O:39][C:40]([CH3:42])([CH3:41])[CH3:43])=[O:38])[CH2:36]4)[C:22]([F:44])=[C:21]([Cl:20])[CH:26]=3)[CH3:28])[N:3]=[C:2]([CH3:1])[C:10]=12. The yield is 0.630. (4) The reactants are [CH:1]1([CH2:6][CH:7]([C:11]2[CH:16]=[CH:15][C:14]([Cl:17])=[C:13]([Cl:18])[CH:12]=2)[C:8]([OH:10])=O)[CH2:5][CH2:4][CH2:3][CH2:2]1.F[P-](F)(F)(F)(F)F.N1(OC(N(C)C)=[N+](C)C)C2C=CC=CC=2N=N1.C(N(CC)C(C)C)(C)C.[NH2:52][C:53]1[N:54]=[N:55][CH:56]=[CH:57][CH:58]=1. The catalyst is CN(C)C=O. The product is [CH:1]1([CH2:6][CH:7]([C:11]2[CH:16]=[CH:15][C:14]([Cl:17])=[C:13]([Cl:18])[CH:12]=2)[C:8]([NH:52][C:53]2[N:54]=[N:55][CH:56]=[CH:57][CH:58]=2)=[O:10])[CH2:2][CH2:3][CH2:4][CH2:5]1. The yield is 0.620. (5) The reactants are [F:1][C:2]1[CH:3]=[C:4]([CH:9]=[CH:10][C:11]=1[O:12][C:13]1[CH:18]=[C:17]([C:19]2[NH:20][C:21]([C:24]3[S:25][CH:26]=[CH:27][N:28]=3)=[CH:22][CH:23]=2)[CH:16]=[C:15]([O:29][C@@H:30]([CH3:34])[CH2:31][O:32][CH3:33])[CH:14]=1)[C:5]([O:7]C)=[O:6].O.O.[OH-].[Li+]. The catalyst is CO. The product is [F:1][C:2]1[CH:3]=[C:4]([CH:9]=[CH:10][C:11]=1[O:12][C:13]1[CH:18]=[C:17]([C:19]2[NH:20][C:21]([C:24]3[S:25][CH:26]=[CH:27][N:28]=3)=[CH:22][CH:23]=2)[CH:16]=[C:15]([O:29][C@@H:30]([CH3:34])[CH2:31][O:32][CH3:33])[CH:14]=1)[C:5]([OH:7])=[O:6]. The yield is 0.880.